Dataset: Forward reaction prediction with 1.9M reactions from USPTO patents (1976-2016). Task: Predict the product of the given reaction. (1) Given the reactants [C:1]([C:4]1[CH:5]=[C:6]([CH:10]=[CH:11][CH:12]=1)[C:7]([OH:9])=[O:8])(=O)[CH3:2].[N:13]1[NH:14][C:15](=[O:19])[CH:16]=CC=1, predict the reaction product. The product is: [O:19]=[C:15]1[NH:14][N:13]=[C:1]([C:4]2[CH:5]=[C:6]([CH:10]=[CH:11][CH:12]=2)[C:7]([OH:9])=[O:8])[CH:2]=[CH:16]1. (2) Given the reactants [N:1]([C:4]1[CH:9]=[CH:8][C:7]([Cl:10])=[CH:6][C:5]=1[CH:11]1[CH2:13][CH2:12]1)=[N+:2]=[N-:3].O=[C:15]([CH3:21])[CH2:16][C:17]([O:19]C)=[O:18].C[O-].[Na+], predict the reaction product. The product is: [Cl:10][C:7]1[CH:8]=[CH:9][C:4]([N:1]2[C:15]([CH3:21])=[C:16]([C:17]([OH:19])=[O:18])[N:3]=[N:2]2)=[C:5]([CH:11]2[CH2:13][CH2:12]2)[CH:6]=1. (3) Given the reactants [N:1]1[CH:6]=[CH:5][C:4]([N:7]2[CH2:12][CH2:11][CH:10]([CH2:13][NH2:14])[CH2:9][CH2:8]2)=[CH:3][CH:2]=1.C(=O)([O-])[O-].[K+].[K+].F[C:22]1[CH:31]=[CH:30][C:29]([N+:32]([O-:34])=[O:33])=[CH:28][C:23]=1[C:24]([O:26][CH3:27])=[O:25], predict the reaction product. The product is: [N+:32]([C:29]1[CH:30]=[CH:31][C:22]([NH:14][CH2:13][CH:10]2[CH2:9][CH2:8][N:7]([C:4]3[CH:5]=[CH:6][N:1]=[CH:2][CH:3]=3)[CH2:12][CH2:11]2)=[C:23]([CH:28]=1)[C:24]([O:26][CH3:27])=[O:25])([O-:34])=[O:33].